From a dataset of Clinical trial toxicity outcomes and FDA approval status for drugs. Regression/Classification. Given a drug SMILES string, predict its toxicity properties. Task type varies by dataset: regression for continuous values (e.g., LD50, hERG inhibition percentage) or binary classification for toxic/non-toxic outcomes (e.g., AMES mutagenicity, cardiotoxicity, hepatotoxicity). Dataset: clintox. (1) The drug is O=C([O-])c1ccccc1. The result is 0 (passed clinical trial). (2) The compound is C[NH2+]CCCC12CCC(c3ccccc31)c1ccccc12. The result is 0 (passed clinical trial). (3) The molecule is O=C(NCC1CCCC[NH2+]1)c1cc(OCC(F)(F)F)ccc1OCC(F)(F)F. The result is 0 (passed clinical trial). (4) The drug is Cc1onc(-c2ccccc2Cl)c1C(=O)N[C@@H]1C(=O)N2[C@@H](C(=O)[O-])C(C)(C)S[C@H]12. The result is 0 (passed clinical trial). (5) The drug is CC[C@H]1OC(=O)[C@H](C)[C@@H](O[C@H]2C[C@@](C)(OC)[C@@H](O)[C@H](C)O2)[C@H](C)[C@@H](O[C@@H]2O[C@H](C)C[C@H]([NH+](C)C)[C@H]2O)[C@](C)(O)C[C@@H](C)C(=O)[C@H](C)[C@@H](O)[C@]1(C)O. The result is 0 (passed clinical trial).